This data is from Reaction yield outcomes from USPTO patents with 853,638 reactions. The task is: Predict the reaction yield, written as a fraction of the theoretical maximum amount of product (1.0 means a 100% yield; for example, 0.34 means a 34% yield). (1) The reactants are [CH3:1][O:2][C:3]1[CH:4]=[C:5]2[C:10](=[CH:11][C:12]=1[O:13][CH3:14])[N:9]=[CH:8][CH:7]=[C:6]2[O:15][C:16]1[CH:21]=[CH:20][C:19]([NH2:22])=[CH:18][CH:17]=1.C1([O:29][C:30](=O)[NH:31][C:32]2[CH:37]=[CH:36][CH:35]=[C:34]([S:38]([CH3:41])(=[O:40])=[O:39])[CH:33]=2)C=CC=CC=1.C(OCC)(=O)C.O. The catalyst is CS(C)=O.CO. The product is [CH3:1][O:2][C:3]1[CH:4]=[C:5]2[C:10](=[CH:11][C:12]=1[O:13][CH3:14])[N:9]=[CH:8][CH:7]=[C:6]2[O:15][C:16]1[CH:17]=[CH:18][C:19]([NH:22][C:30]([NH:31][C:32]2[CH:37]=[CH:36][CH:35]=[C:34]([S:38]([CH3:41])(=[O:40])=[O:39])[CH:33]=2)=[O:29])=[CH:20][CH:21]=1. The yield is 0.870. (2) The reactants are [N:1]12[CH2:8][CH2:7][C:4]([C:9]([C:17]3[CH:22]=[CH:21][CH:20]=[CH:19][CH:18]=3)([C:11]3[CH:16]=[CH:15][CH:14]=[CH:13][CH:12]=3)[OH:10])([CH2:5][CH2:6]1)[CH2:3][CH2:2]2.[Br:23][CH2:24][CH:25]1[O:29][CH2:28][CH2:27][O:26]1. The catalyst is CC#N. The product is [Br-:23].[O:26]1[CH2:27][CH2:28][O:29][CH:25]1[CH2:24][N+:1]12[CH2:6][CH2:5][C:4]([C:9]([OH:10])([C:17]3[CH:22]=[CH:21][CH:20]=[CH:19][CH:18]=3)[C:11]3[CH:12]=[CH:13][CH:14]=[CH:15][CH:16]=3)([CH2:3][CH2:2]1)[CH2:7][CH2:8]2. The yield is 0.124. (3) The reactants are Cl[C:2]1[N:3]=[CH:4][C:5]2[C:10]([CH:11]=1)=[C:9]([C:12]1[CH:13]=[N:14][N:15]([CH3:17])[CH:16]=1)[CH:8]=[CH:7][CH:6]=2.[CH3:18][O:19][C:20]1[CH:26]=[C:25]([O:27][CH3:28])[CH:24]=[CH:23][C:21]=1[NH2:22]. No catalyst specified. The product is [CH3:18][O:19][C:20]1[CH:26]=[C:25]([O:27][CH3:28])[CH:24]=[CH:23][C:21]=1[NH:22][C:2]1[N:3]=[CH:4][C:5]2[C:10]([CH:11]=1)=[C:9]([C:12]1[CH:13]=[N:14][N:15]([CH3:17])[CH:16]=1)[CH:8]=[CH:7][CH:6]=2. The yield is 0.270. (4) The reactants are [Al+3].[Cl-].[Cl-].[Cl-].[Cl:5][C:6]1[CH:7]=[C:8]2[C:12](=[C:13]([Cl:15])[CH:14]=1)[N:11]([C:16]1[CH:21]=[C:20]([NH:22][CH:23]([CH2:26][CH3:27])[CH2:24][CH3:25])[N:19]=[C:18]([CH3:28])[N:17]=1)[CH2:10][CH2:9]2.[CH:29]([O:32]C)(Cl)Cl. The catalyst is C(Cl)(Cl)Cl. The product is [Cl:5][C:6]1[CH:7]=[C:8]2[C:12](=[C:13]([Cl:15])[CH:14]=1)[N:11]([C:16]1[C:21]([CH:29]=[O:32])=[C:20]([NH:22][CH:23]([CH2:26][CH3:27])[CH2:24][CH3:25])[N:19]=[C:18]([CH3:28])[N:17]=1)[CH2:10][CH2:9]2. The yield is 0.300. (5) The reactants are [CH3:1][N:2]([CH3:24])[C:3]1[N:8]=[C:7]([CH3:9])[C:6]([CH:10]([CH2:15][CH2:16][CH3:17])[C:11]([O:13]C)=[O:12])=[C:5]([C:18]2[CH:23]=[CH:22][CH:21]=[CH:20][CH:19]=2)[N:4]=1.[OH-].[Na+]. The catalyst is C1COCC1. The product is [CH3:24][N:2]([CH3:1])[C:3]1[N:8]=[C:7]([CH3:9])[C:6]([CH:10]([CH2:15][CH2:16][CH3:17])[C:11]([OH:13])=[O:12])=[C:5]([C:18]2[CH:19]=[CH:20][CH:21]=[CH:22][CH:23]=2)[N:4]=1. The yield is 0.690. (6) The reactants are [NH2:1][C@@H:2]([C@H:5]([CH3:11])[CH2:6][C:7]([F:10])([F:9])[F:8])[CH2:3][OH:4].C(N(CC)CC)C.[Cl:19][C:20]1[S:24][C:23]([S:25](Cl)(=[O:27])=[O:26])=[CH:22][CH:21]=1. The catalyst is C(Cl)Cl. The product is [Cl:19][C:20]1[S:24][C:23]([S:25]([NH:1][C@H:2]([CH2:3][OH:4])[C@H:5]([CH3:11])[CH2:6][C:7]([F:8])([F:9])[F:10])(=[O:27])=[O:26])=[CH:22][CH:21]=1. The yield is 0.964.